From a dataset of Catalyst prediction with 721,799 reactions and 888 catalyst types from USPTO. Predict which catalyst facilitates the given reaction. Reactant: [O-]S([C:5]([F:8])(F)F)(=O)=O.F[N+]1C(C)=CC(C)=CC=1C.[Br:19][C:20]1[N:24]([CH:25]([CH3:27])[CH3:26])[C:23]2[CH:28]([C:41]3[CH:46]=[CH:45][C:44]([Cl:47])=[CH:43][CH:42]=3)[N:29]([C:32]3[CH:37]=[C:36]([Cl:38])[C:35](=[O:39])[N:34](C)[CH:33]=3)[C:30](=[O:31])[C:22]=2[CH:21]=1.S([O-])([O-])=O.[Na+].[Na+]. Product: [Br:19][C:20]1[N:24]([CH:25]([CH3:27])[CH3:26])[C:23]2[CH:28]([C:41]3[CH:42]=[CH:43][C:44]([Cl:47])=[CH:45][CH:46]=3)[N:29]([C:32]3[CH:37]=[C:36]([Cl:38])[C:35](=[O:39])[N:34]([CH3:33])[C:5]=3[F:8])[C:30](=[O:31])[C:22]=2[CH:21]=1. The catalyst class is: 26.